Predict the reactants needed to synthesize the given product. From a dataset of Full USPTO retrosynthesis dataset with 1.9M reactions from patents (1976-2016). Given the product [CH2:23]([C:8]1[C:9]2[C:14](=[CH:13][C:12]([OH:15])=[CH:11][CH:10]=2)[NH:6][CH:7]=1)[CH2:24][CH3:25], predict the reactants needed to synthesize it. The reactants are: C([Si](C)(C)[N:6]1[C:14]2[C:9](=[CH:10][CH:11]=[C:12]([O:15][Si](C(C)(C)C)(C)C)[CH:13]=2)[C:8]([CH2:23][CH2:24][CH3:25])=[CH:7]1)(C)(C)C.O.[F-].C([N+](CCCC)(CCCC)CCCC)CCC.